Dataset: Catalyst prediction with 721,799 reactions and 888 catalyst types from USPTO. Task: Predict which catalyst facilitates the given reaction. (1) Reactant: Cl.[Cl:2][C:3]1[CH:8]=[CH:7][C:6]([C:9]([C:11]2[CH:12]=[CH:13][C:14]3[N:20]=[C:19]([NH:21][NH2:22])[CH2:18][N:17]=[C:16]([C:23]4[CH:28]=[CH:27][CH:26]=[C:25]([Cl:29])[CH:24]=4)[C:15]=3[CH:30]=2)=[O:10])=[CH:5][CH:4]=1.[N:31]([O-])=O.[Na+].C([O-])([O-])=O.[K+].[K+]. Product: [Cl:2][C:3]1[CH:4]=[CH:5][C:6]([C:9]([C:11]2[CH:12]=[CH:13][C:14]3[N:20]4[N:31]=[N:22][N:21]=[C:19]4[CH2:18][N:17]=[C:16]([C:23]4[CH:28]=[CH:27][CH:26]=[C:25]([Cl:29])[CH:24]=4)[C:15]=3[CH:30]=2)=[O:10])=[CH:7][CH:8]=1. The catalyst class is: 6. (2) Reactant: [CH3:1][O:2][C:3]1[C:11]2[N:10]=[C:9]([CH2:12][CH2:13][CH2:14][N:15]([CH3:33])[CH2:16][CH2:17][C:18]3([OH:32])[CH2:23][CH:22]4[CH2:24][CH2:25][CH:19]3[CH:20]=[C:21]4[C:26]3[CH:31]=[CH:30][CH:29]=[CH:28][CH:27]=3)[NH:8][C:7]=2[C:6]([O:34][CH3:35])=[CH:5][CH:4]=1.CCN(CC)CC.[C:43](Cl)(=[O:47])[CH:44]([CH3:46])[CH3:45]. Product: [CH3:35][O:34][C:6]1[C:7]2[N:8]=[C:9]([CH2:12][CH2:13][CH2:14][N:15]([CH3:33])[CH2:16][CH2:17][C@:18]3([O:32][C:43](=[O:47])[CH:44]([CH3:46])[CH3:45])[CH2:23][C@H:22]4[CH2:24][CH2:25][C@@H:19]3[CH:20]=[C:21]4[C:26]3[CH:27]=[CH:28][CH:29]=[CH:30][CH:31]=3)[NH:10][C:11]=2[C:3]([O:2][CH3:1])=[CH:4][CH:5]=1. The catalyst class is: 2.